From a dataset of Full USPTO retrosynthesis dataset with 1.9M reactions from patents (1976-2016). Predict the reactants needed to synthesize the given product. (1) Given the product [CH3:16][C:11]1[CH:10]=[C:9]([NH:8][C:5]2[N:4]=[C:3]([N:17]3[CH:21]=[CH:20][C:19]([C:22]([F:25])([F:24])[F:23])=[N:18]3)[C:2]([C:34]3[CH:33]=[CH:32][C:31]4[S:27](=[O:40])(=[O:26])[NH:28][C:29](=[O:39])[C:30]=4[CH:35]=3)=[CH:7][N:6]=2)[CH:14]=[C:13]([CH3:15])[CH:12]=1, predict the reactants needed to synthesize it. The reactants are: Br[C:2]1[C:3]([N:17]2[CH:21]=[CH:20][C:19]([C:22]([F:25])([F:24])[F:23])=[N:18]2)=[N:4][C:5]([NH:8][C:9]2[CH:14]=[C:13]([CH3:15])[CH:12]=[C:11]([CH3:16])[CH:10]=2)=[N:6][CH:7]=1.[O:26]=[S:27]1(=[O:40])[C:31]2[CH:32]=[CH:33][C:34](B(O)O)=[CH:35][C:30]=2[C:29](=[O:39])[NH:28]1.C(Cl)Cl.C(=O)([O-])[O-].[Na+].[Na+]. (2) Given the product [N:1]1[S:5][N:4]=[C:3]2[C:6]([S:10]([NH:13][C:14]3[CH:22]=[C:21]([Cl:23])[CH:20]=[CH:19][C:15]=3[C:16]([NH:33][CH2:32][C:31]([C:28]3[CH:27]=[CH:26][C:25]([Cl:24])=[CH:30][CH:29]=3)([CH3:35])[CH3:34])=[O:18])(=[O:11])=[O:12])=[CH:7][CH:8]=[CH:9][C:2]=12, predict the reactants needed to synthesize it. The reactants are: [N:1]1[S:5][N:4]=[C:3]2[C:6]([S:10]([NH:13][C:14]3[CH:22]=[C:21]([Cl:23])[CH:20]=[CH:19][C:15]=3[C:16]([OH:18])=O)(=[O:12])=[O:11])=[CH:7][CH:8]=[CH:9][C:2]=12.[Cl:24][C:25]1[CH:30]=[CH:29][C:28]([C:31]([CH3:35])([CH3:34])[CH2:32][NH2:33])=[CH:27][CH:26]=1. (3) Given the product [F:1][C:2]1[CH:10]=[C:9]2[C:5]([C:6]([C:11]3[CH:12]=[CH:13][C:14]4[N:18]=[C:17]([CH:19]5[CH2:20][CH2:21][N:22]([S:34]([CH3:33])(=[O:36])=[O:35])[CH2:23][CH2:24]5)[NH:16][C:15]=4[CH:25]=3)=[CH:7][NH:8]2)=[CH:4][CH:3]=1, predict the reactants needed to synthesize it. The reactants are: [F:1][C:2]1[CH:10]=[C:9]2[C:5]([C:6]([C:11]3[CH:12]=[CH:13][C:14]4[N:18]=[C:17]([CH:19]5[CH2:24][CH2:23][NH:22][CH2:21][CH2:20]5)[NH:16][C:15]=4[CH:25]=3)=[CH:7][NH:8]2)=[CH:4][CH:3]=1.CCN(CC)CC.[CH3:33][S:34](Cl)(=[O:36])=[O:35]. (4) Given the product [C:1]1([S:7][CH2:17][CH2:16][C:15]([OH:19])=[O:18])[CH:6]=[CH:5][CH:4]=[CH:3][CH:2]=1, predict the reactants needed to synthesize it. The reactants are: [C:1]1([SH:7])[CH:6]=[CH:5][CH:4]=[CH:3][CH:2]=1.C(N(CC)CC)C.[C:15]([OH:19])(=[O:18])[CH:16]=[CH2:17].Cl. (5) The reactants are: [Cl:1][C:2]1[CH:26]=[CH:25][C:5]([CH2:6][N:7]2[C:15]3[C:10](=[CH:11][C:12]([CH:16]=[C:17]4[S:21][CH:20](SC)[NH:19][C:18]4=[O:24])=[CH:13][CH:14]=3)[CH:9]=[N:8]2)=[C:4]([C:27]([F:30])([F:29])[F:28])[CH:3]=1.[CH3:31][NH:32][CH2:33][CH2:34][C:35]#[N:36]. Given the product [Cl:1][C:2]1[CH:26]=[CH:25][C:5]([CH2:6][N:7]2[C:15]3[C:10](=[CH:11][C:12]([CH:16]=[C:17]4[S:21][C:20]([N:32]([CH3:31])[CH2:33][CH2:34][C:35]#[N:36])=[N:19][C:18]4=[O:24])=[CH:13][CH:14]=3)[CH:9]=[N:8]2)=[C:4]([C:27]([F:30])([F:28])[F:29])[CH:3]=1, predict the reactants needed to synthesize it. (6) Given the product [F:1][C:2]1[CH:3]=[CH:4][C:5]([NH:8][CH:9]2[CH2:10][CH2:11][N:12]([C:15](=[O:25])[CH2:16][C:17]3[CH:18]=[CH:19][C:20]([CH2:21][N:31]4[CH2:32][C@H:27]([CH3:26])[N:28]([C:34]([O:36][C:37]([CH3:38])([CH3:40])[CH3:39])=[O:35])[C@H:29]([CH3:33])[CH2:30]4)=[CH:23][CH:24]=3)[CH2:13][CH2:14]2)=[CH:6][CH:7]=1, predict the reactants needed to synthesize it. The reactants are: [F:1][C:2]1[CH:7]=[CH:6][C:5]([NH:8][CH:9]2[CH2:14][CH2:13][N:12]([C:15](=[O:25])[CH2:16][C:17]3[CH:24]=[CH:23][C:20]([CH:21]=O)=[CH:19][CH:18]=3)[CH2:11][CH2:10]2)=[CH:4][CH:3]=1.[CH3:26][C@@H:27]1[CH2:32][NH:31][CH2:30][C@H:29]([CH3:33])[N:28]1[C:34]([O:36][C:37]([CH3:40])([CH3:39])[CH3:38])=[O:35].C(O[BH-](OC(=O)C)OC(=O)C)(=O)C.[Na+].C([O-])(O)=O.[Na+]. (7) Given the product [CH3:27][N:28]([CH3:33])[CH:29]1[CH2:32][N:31]([C:24]([C@H:22]2[CH2:21][CH2:20][C:19]3[C:12]4[C:11]([NH:10][C:8]5[CH:9]=[C:4]6[CH:3]=[N:2][NH:1][C:5]6=[N:6][CH:7]=5)=[N:16][CH:15]=[N:14][C:13]=4[S:17][C:18]=3[CH2:23]2)=[O:25])[CH2:30]1, predict the reactants needed to synthesize it. The reactants are: [NH:1]1[C:5]2=[N:6][CH:7]=[C:8]([NH:10][C:11]3[C:12]4[C:19]5[CH2:20][CH2:21][C@H:22]([C:24](O)=[O:25])[CH2:23][C:18]=5[S:17][C:13]=4[N:14]=[CH:15][N:16]=3)[CH:9]=[C:4]2[CH:3]=[N:2]1.[CH3:27][N:28]([CH3:33])[CH:29]1[CH2:32][NH:31][CH2:30]1. (8) Given the product [C:3](=[O:1])([O-:5])[O-:4].[NH4+:2].[NH4+:2].[C:3](=[O:1])([OH:5])[O-:4], predict the reactants needed to synthesize it. The reactants are: [OH-:1].[NH4+:2].[C:3](=[O:5])=[O:4]. (9) Given the product [Cl:48][C:49]1[C:56]([Cl:57])=[CH:55][C:52]([CH2:53][N:2]([CH3:1])[CH2:3][CH2:4][CH2:5][CH2:6][CH2:7][CH2:8][CH2:9][CH2:10][CH2:11][N:12]2[CH2:13][CH2:14][CH:15]([O:18][C:19](=[O:33])[NH:20][C:21]3[CH:26]=[CH:25][CH:24]=[CH:23][C:22]=3[C:27]3[CH:28]=[CH:29][CH:30]=[CH:31][CH:32]=3)[CH2:16][CH2:17]2)=[C:51]([OH:58])[CH:50]=1, predict the reactants needed to synthesize it. The reactants are: [CH3:1][NH:2][CH2:3][CH2:4][CH2:5][CH2:6][CH2:7][CH2:8][CH2:9][CH2:10][CH2:11][N:12]1[CH2:17][CH2:16][CH:15]([O:18][C:19](=[O:33])[NH:20][C:21]2[CH:26]=[CH:25][CH:24]=[CH:23][C:22]=2[C:27]2[CH:32]=[CH:31][CH:30]=[CH:29][CH:28]=2)[CH2:14][CH2:13]1.C1(N)C(F)=C(F)C(F)=C(N)C=1F.Cl.Cl.[Cl:48][C:49]1[C:56]([Cl:57])=[CH:55][C:52]([CH:53]=O)=[C:51]([OH:58])[CH:50]=1.